From a dataset of Catalyst prediction with 721,799 reactions and 888 catalyst types from USPTO. Predict which catalyst facilitates the given reaction. (1) Reactant: [C:1]([O:5][C:6](=[O:26])[NH:7][C:8]1[N:9]([CH3:25])[C:10](=[O:24])[CH2:11][C@@:12]([CH3:23])([C:14]2[CH:19]=[CH:18][CH:17]=[C:16]([N+:20]([O-:22])=[O:21])[CH:15]=2)[N:13]=1)([CH3:4])([CH3:3])[CH3:2].[Li+].[CH3:28]C([N-]C(C)C)C.IC. Product: [C:1]([O:5][C:6](=[O:26])[NH:7][C:8]1[N:9]([CH3:25])[C:10](=[O:24])[C@H:11]([CH3:28])[C@@:12]([CH3:23])([C:14]2[CH:19]=[CH:18][CH:17]=[C:16]([N+:20]([O-:22])=[O:21])[CH:15]=2)[N:13]=1)([CH3:4])([CH3:3])[CH3:2]. The catalyst class is: 1. (2) Product: [C:6]([N:8]1[C:12]2[CH:13]=[CH:14][C:15]([CH:21]=[CH2:22])=[C:16]([CH2:17][CH2:18][CH2:19][NH2:20])[C:11]=2[O:10][CH:9]1[CH2:23][CH3:24])(=[O:5])[CH3:26]. The catalyst class is: 12. Reactant: C([O:5][C:6]([N:8]1[C:12]2[CH:13]=[CH:14][C:15]([CH:21]=[CH2:22])=[C:16]([CH2:17][CH2:18][CH2:19][NH2:20])[C:11]=2[O:10][CH:9]1[CH2:23][CH3:24])=O)(C)(C)C.Cl.[CH2:26](Cl)Cl. (3) Reactant: C([O:3][C:4](=[O:26])[C:5]([S:14]([CH2:17][C:18]1[CH:23]=[CH:22][C:21]([O:24][CH3:25])=[CH:20][CH:19]=1)(=[O:16])=[O:15])([CH3:13])[CH2:6][C:7]1[CH:12]=[CH:11][CH:10]=[CH:9][CH:8]=1)C. Product: [CH3:25][O:24][C:21]1[CH:20]=[CH:19][C:18]([CH2:17][S:14]([C:5]([CH3:13])([CH2:6][C:7]2[CH:12]=[CH:11][CH:10]=[CH:9][CH:8]=2)[C:4]([OH:26])=[O:3])(=[O:15])=[O:16])=[CH:23][CH:22]=1. The catalyst class is: 273. (4) Reactant: C(OC([N:11]1[CH2:16][CH2:15][C:14]([NH:27][C:28]([O:30][C:31]([CH3:34])([CH3:33])[CH3:32])=[O:29])([C:17]2[CH:22]=[CH:21][CH:20]=[C:19]([C:23]([CH3:26])([CH3:25])[CH3:24])[CH:18]=2)[CH2:13][CH2:12]1)=O)C1C=CC=CC=1.[H][H]. Product: [C:31]([O:30][C:28](=[O:29])[NH:27][C:14]1([C:17]2[CH:22]=[CH:21][CH:20]=[C:19]([C:23]([CH3:26])([CH3:25])[CH3:24])[CH:18]=2)[CH2:15][CH2:16][NH:11][CH2:12][CH2:13]1)([CH3:34])([CH3:33])[CH3:32]. The catalyst class is: 256. (5) Reactant: [C:1]([NH:18][CH2:19][C:20]([OH:22])=[O:21])([O:3][CH2:4][CH:5]1[C:17]2[C:12](=[CH:13][CH:14]=[CH:15][CH:16]=2)[C:11]2[C:6]1=[CH:7][CH:8]=[CH:9][CH:10]=2)=[O:2].[CH:23]1([N:29]=C=[N:29][CH:23]2CC[CH2:26][CH2:25][CH2:24]2)CC[CH2:26][CH2:25][CH2:24]1.O.[OH:39]N1C2C=CC=CC=2N=N1.NCCCCO. Product: [C:1]([NH:18][CH2:19][C:20]([OH:22])=[O:21])([O:3][CH2:4][CH:5]1[C:6]2[C:11](=[CH:10][CH:9]=[CH:8][CH:7]=2)[C:12]2[C:17]1=[CH:16][CH:15]=[CH:14][CH:13]=2)=[O:2].[C:23]([NH2:29])(=[O:39])[CH2:24][CH2:25][CH3:26]. The catalyst class is: 9. (6) Reactant: [Si:1]([O:8][CH2:9][C:10]([CH2:21]SC)([C:16]([O:18][CH2:19][CH3:20])=[O:17])[C:11]([O:13][CH2:14][CH3:15])=[O:12])([C:4]([CH3:7])([CH3:6])[CH3:5])([CH3:3])[CH3:2].S(Cl)(Cl)(=O)=O.[C:29]([O-:32])(=[O:31])[CH3:30].[K+].C1OCCOC2C(=CC=CC=2)OCCOCCOC2C(=CC=CC=2)OC1. Product: [C:29]([O:32][CH2:21][C:10]([CH2:9][O:8][Si:1]([C:4]([CH3:7])([CH3:6])[CH3:5])([CH3:3])[CH3:2])([C:16]([O:18][CH2:19][CH3:20])=[O:17])[C:11]([O:13][CH2:14][CH3:15])=[O:12])(=[O:31])[CH3:30]. The catalyst class is: 124. (7) The catalyst class is: 57. Reactant: Cl[C:2]1[C:7]([F:8])=[CH:6][N:5]=[C:4]([N:9]2[CH2:13][CH2:12][C@H:11]([NH:14][CH2:15][C:16]3[CH:21]=[CH:20][C:19]([Cl:22])=[CH:18][C:17]=3[Cl:23])[CH2:10]2)[N:3]=1.[CH3:24][O-:25].[Na+].CO. Product: [Cl:23][C:17]1[CH:18]=[C:19]([Cl:22])[CH:20]=[CH:21][C:16]=1[CH2:15][NH:14][CH:11]1[CH2:12][CH2:13][N:9]([C:4]2[N:3]=[C:2]([O:25][CH3:24])[C:7]([F:8])=[CH:6][N:5]=2)[CH2:10]1. (8) Reactant: [N:1]1([C:6]2[N:11]=[CH:10][C:9]([CH2:12][C:13]([N:15]3[CH2:41][CH2:40][N:18]4[CH2:19][C@H:20]([C:30]5[CH:35]=[CH:34][C:33]([F:36])=[C:32]([C:37]#[N:38])[C:31]=5[CH3:39])[N:21](C(OC(C)(C)C)=O)[CH2:22][C@@H:17]4[CH2:16]3)=[O:14])=[CH:8][N:7]=2)[CH:5]=[N:4][N:3]=[N:2]1.C1(SC)C=CC=CC=1.FC(F)(F)C(O)=O. Product: [N:1]1([C:6]2[N:11]=[CH:10][C:9]([CH2:12][C:13]([N:15]3[CH2:41][CH2:40][N:18]4[CH2:19][C@H:20]([C:30]5[C:31]([CH3:39])=[C:32]([C:33]([F:36])=[CH:34][CH:35]=5)[C:37]#[N:38])[NH:21][CH2:22][C@@H:17]4[CH2:16]3)=[O:14])=[CH:8][N:7]=2)[CH:5]=[N:4][N:3]=[N:2]1. The catalyst class is: 2.